From a dataset of Reaction yield outcomes from USPTO patents with 853,638 reactions. Predict the reaction yield, written as a fraction of the theoretical maximum amount of product (1.0 means a 100% yield; for example, 0.34 means a 34% yield). The reactants are O[N:2]=[CH:3][C:4]1[CH:5]=[C:6]([CH:9]=[CH:10][CH:11]=1)[C:7]#[N:8].[ClH:12].[O-:13]Cl.[Na+]. The catalyst is C1COCC1. The product is [C:7]([C:6]1[CH:5]=[C:4]([CH:11]=[CH:10][CH:9]=1)[C:3]([NH:2][Cl:12])=[O:13])#[N:8]. The yield is 0.920.